Dataset: TCR-epitope binding with 47,182 pairs between 192 epitopes and 23,139 TCRs. Task: Binary Classification. Given a T-cell receptor sequence (or CDR3 region) and an epitope sequence, predict whether binding occurs between them. (1) The epitope is FLYNLLTRV. The TCR CDR3 sequence is CASSELRQGAGELFF. Result: 0 (the TCR does not bind to the epitope). (2) The epitope is WICLLQFAY. The TCR CDR3 sequence is CASRATMGGGTEAFF. Result: 0 (the TCR does not bind to the epitope).